This data is from Full USPTO retrosynthesis dataset with 1.9M reactions from patents (1976-2016). The task is: Predict the reactants needed to synthesize the given product. (1) Given the product [CH2:7]([N:23]1[CH2:22][CH2:21][C@@H:20]2[N:15]3[C:16]4[C:11](=[CH:10][C:9]([C:3]5[CH:4]=[CH:5][CH:6]=[C:7]([Cl:8])[C:2]=5[Cl:1])=[CH:18][C:17]=4[C@@H:19]2[CH2:24]1)[CH2:12][CH2:13][CH2:14]3)[CH2:2][CH2:3][CH3:4], predict the reactants needed to synthesize it. The reactants are: [Cl:1][C:2]1[C:7]([Cl:8])=[CH:6][CH:5]=[CH:4][C:3]=1[C:9]1[CH:10]=[C:11]2[C:16]3=[C:17]([C@@H:19]4[CH2:24][NH:23][CH2:22][CH2:21][C@@H:20]4[N:15]3[CH2:14][CH2:13][CH2:12]2)[CH:18]=1.N. (2) Given the product [CH3:25][N:26]([CH2:27][CH2:28][CH2:29][C:30]([O:32][CH3:33])=[O:31])[C:21]([C:6]1[CH:7]=[C:8]2[C:3](=[CH:4][CH:5]=1)[N:2]([CH3:1])[C:14]1[CH2:13][CH2:12][C@@H:11]([CH:15]3[CH2:20][CH2:19][O:18][CH2:17][CH2:16]3)[CH2:10][C:9]2=1)=[O:23], predict the reactants needed to synthesize it. The reactants are: [CH3:1][N:2]1[C:14]2[CH2:13][CH2:12][C@@H:11]([CH:15]3[CH2:20][CH2:19][O:18][CH2:17][CH2:16]3)[CH2:10][C:9]=2[C:8]2[C:3]1=[CH:4][CH:5]=[C:6]([C:21]([OH:23])=O)[CH:7]=2.Cl.[CH3:25][NH:26][CH2:27][CH2:28][CH2:29][C:30]([O:32][CH3:33])=[O:31].CN(C(ON1N=NC2C=CC=NC1=2)=[N+](C)C)C.F[P-](F)(F)(F)(F)F.C(N(CC)C(C)C)(C)C. (3) Given the product [CH2:1]1[C:8]2[C:7]3[CH:9]=[C:10]([NH:13][C:19](=[O:20])[CH2:18][C:14]([CH3:17])([CH3:16])[CH3:15])[CH:11]=[CH:12][C:6]=3[O:5][C:4]=2[CH2:3][CH2:2]1, predict the reactants needed to synthesize it. The reactants are: [CH2:1]1[C:8]2[C:7]3[CH:9]=[C:10]([NH2:13])[CH:11]=[CH:12][C:6]=3[O:5][C:4]=2[CH2:3][CH2:2]1.[C:14]([CH2:18][C:19](Cl)=[O:20])([CH3:17])([CH3:16])[CH3:15]. (4) Given the product [N:7]1[CH:8]=[CH:9][CH:10]=[CH:11][C:6]=1[C:5]1[O:1][C:2]([C:17](=[O:33])[CH2:18][CH2:19][CH2:20][CH2:21][CH2:22][CH2:23][CH2:24][CH2:25][CH2:26][CH2:27][CH2:28][CH2:29][CH2:30][CH2:31][CH3:32])=[N:3][CH:4]=1, predict the reactants needed to synthesize it. The reactants are: [O:1]1[C:5]([C:6]2[CH:11]=[CH:10][CH:9]=[CH:8][N:7]=2)=[CH:4][N:3]=[CH:2]1.[Li]CCCC.[C:17](Cl)(=[O:33])[CH2:18][CH2:19][CH2:20][CH2:21][CH2:22][CH2:23][CH2:24][CH2:25][CH2:26][CH2:27][CH2:28][CH2:29][CH2:30][CH2:31][CH3:32]. (5) Given the product [Cl:75][C:76]1[CH:81]=[CH:80][C:79]([CH2:82][NH:83][C:15](=[O:17])[CH2:14][C@@H:13]2[CH2:22][CH:23]=[CH:24][CH2:3][CH2:2][C:1](=[O:6])[O:7][C@H:8]([CH3:25])[CH2:9][NH:10][C:11]2=[O:12])=[CH:78][CH:77]=1, predict the reactants needed to synthesize it. The reactants are: [C:1]([O:7][C@H:8]([CH3:25])[CH2:9][NH:10][C:11]([C@@H:13]([CH2:22][CH:23]=[CH2:24])[CH2:14][C:15]([O:17]C(C)(C)C)=O)=[O:12])(=[O:6])[CH2:2][CH2:3]C=C.C[C@@H]1CNC(=O)[C@H](CC(OC(C)(C)C)=O)CC=CCCC(=O)O1.FC(F)(F)C(O)=O.C[C@@H]1CNC(=O)[C@H](CC(O)=O)CC=CCCC(=O)O1.[Cl:75][C:76]1[CH:81]=[CH:80][C:79]([CH2:82][NH2:83])=[CH:78][CH:77]=1. (6) Given the product [O:5]=[C:4]([CH:6]1[C:11]([CH3:12])([CH3:13])[CH2:10][CH:9]=[CH:8][CH:7]1[CH3:14])[CH2:3][CH:2]([S:15][CH:16]([CH2:20][C:21]([OH:23])=[O:22])[C:17]([OH:19])=[O:18])[CH3:1], predict the reactants needed to synthesize it. The reactants are: [CH3:1]/[CH:2]=[CH:3]/[C:4]([CH:6]1[C:11]([CH3:13])([CH3:12])[CH2:10][CH:9]=[CH:8][CH:7]1[CH3:14])=[O:5].[SH:15][CH:16]([CH2:20][C:21]([OH:23])=[O:22])[C:17]([OH:19])=[O:18]. (7) Given the product [CH3:3][N:2]([CH3:1])[CH2:4][C:5]([NH:21][CH2:22][C:23]1[CH:32]=[CH:31][CH:30]=[C:29]2[C:24]=1[C:25](=[O:42])[N:26]([CH:34]1[CH2:39][CH2:38][C:37](=[O:40])[NH:36][C:35]1=[O:41])[C:27]([CH3:33])=[N:28]2)=[O:7], predict the reactants needed to synthesize it. The reactants are: [CH3:1][N:2]([CH2:4][C:5]([OH:7])=O)[CH3:3].C(N1C=CN=C1)(N1C=CN=C1)=O.Cl.[NH2:21][CH2:22][C:23]1[CH:32]=[CH:31][CH:30]=[C:29]2[C:24]=1[C:25](=[O:42])[N:26]([CH:34]1[CH2:39][CH2:38][C:37](=[O:40])[NH:36][C:35]1=[O:41])[C:27]([CH3:33])=[N:28]2.